Dataset: Reaction yield outcomes from USPTO patents with 853,638 reactions. Task: Predict the reaction yield, written as a fraction of the theoretical maximum amount of product (1.0 means a 100% yield; for example, 0.34 means a 34% yield). (1) The product is [F:46][C:43]1[CH:42]=[CH:41][C:40]([C:30]([C:27]2[CH:26]=[CH:25][C:24]([CH:22]=[CH:5][C:3]([O:2][CH3:1])=[O:4])=[CH:29][CH:28]=2)=[C:31]([C:34]2[CH:39]=[CH:38][CH:37]=[CH:36][CH:35]=2)[CH2:32][CH3:33])=[CH:45][CH:44]=1. The catalyst is C1COCC1.[Cl-].[Na+].O. The yield is 0.900. The reactants are [CH3:1][O:2][C:3]([CH2:5]P(OC)(OC)=O)=[O:4].C[Si]([N-][Si](C)(C)C)(C)C.[Na+].[CH:22]([C:24]1[CH:29]=[CH:28][C:27](/[C:30](/[C:40]2[CH:45]=[CH:44][C:43]([F:46])=[CH:42][CH:41]=2)=[C:31](\[C:34]2[CH:39]=[CH:38][CH:37]=[CH:36][CH:35]=2)/[CH2:32][CH3:33])=[CH:26][CH:25]=1)=O. (2) The reactants are [F:1][C:2]1[CH:7]=[CH:6][C:5]([OH:8])=[C:4]([O:9][CH3:10])[CH:3]=1.[S:11]([C:15]1[CH:16]=[C:17]([NH:21][C:22]([C:24]2[C:25](ON3C4=NC=CC=C4N=N3)=[N:26][C:27]3[C:32]([CH:33]=2)=[CH:31][CH:30]=[CH:29][CH:28]=3)=[O:23])[CH:18]=[CH:19][CH:20]=1)(=[O:14])(=[O:13])[NH2:12].C([O-])([O-])=O.[K+].[K+]. The yield is 0.300. The catalyst is CN(C=O)C. The product is [F:1][C:2]1[CH:7]=[CH:6][C:5]([O:8][C:25]2[C:24]([C:22]([NH:21][C:17]3[CH:18]=[CH:19][CH:20]=[C:15]([S:11](=[O:13])(=[O:14])[NH2:12])[CH:16]=3)=[O:23])=[CH:33][C:32]3[C:27](=[CH:28][CH:29]=[CH:30][CH:31]=3)[N:26]=2)=[C:4]([O:9][CH3:10])[CH:3]=1.